The task is: Predict which catalyst facilitates the given reaction.. This data is from Catalyst prediction with 721,799 reactions and 888 catalyst types from USPTO. (1) Reactant: [C:1]([NH:4][C:5]1[S:6][CH:7]=[C:8]([CH2:10][CH2:11][C:12]2[CH:17]=[CH:16][C:15]([CH2:18][C:19]([OH:21])=[O:20])=[CH:14][CH:13]=2)[N:9]=1)(=[O:3])[CH3:2].[C:22](Cl)(=O)C(Cl)=O. Product: [C:1]([NH:4][C:5]1[S:6][CH:7]=[C:8]([CH2:10][CH2:11][C:12]2[CH:17]=[CH:16][C:15]([CH2:18][C:19]([O:21][CH3:22])=[O:20])=[CH:14][CH:13]=2)[N:9]=1)(=[O:3])[CH3:2]. The catalyst class is: 59. (2) Reactant: [Li+].CC([N-]C(C)C)C.[C:9](#[N:13])[CH:10]([CH3:12])[CH3:11].[Cl:14][CH2:15][CH2:16][O:17][CH2:18]Cl.O. Product: [Cl:14][CH2:15][CH2:16][O:17][CH2:18][C:10]([CH3:12])([CH3:11])[C:9]#[N:13]. The catalyst class is: 116. (3) Reactant: [OH:1][C:2]1[CH:11]=[C:10]2[C:5]([C:6](=[O:24])[C:7]([C:16]3[CH:23]=[CH:22][C:19]([C:20]#[N:21])=[CH:18][CH:17]=3)=[C:8]([C:12]([F:15])([F:14])[F:13])[O:9]2)=[CH:4][CH:3]=1.Cl.N[OH:27].C(N(CC)CC)C.C1N=CN([C:40]([N:42]2C=NC=C2)=[O:41])C=1. Product: [OH:1][C:2]1[CH:11]=[C:10]2[C:5]([C:6](=[O:24])[C:7]([C:16]3[CH:23]=[CH:22][C:19]([C:20]4[NH:42][C:40](=[O:27])[O:41][N:21]=4)=[CH:18][CH:17]=3)=[C:8]([C:12]([F:15])([F:13])[F:14])[O:9]2)=[CH:4][CH:3]=1. The catalyst class is: 8. (4) Reactant: [H-].[Al+3].[Li+].[H-].[H-].[H-].[CH:7]([NH:9][C:10]1[C:14]([C:15](OCC)=[O:16])=[CH:13][N:12]([C:20]2[CH:25]=[CH:24][CH:23]=[CH:22][CH:21]=2)[N:11]=1)=O.O.O.O.O.O.O.O.O.O.O.S([O-])([O-])(=O)=O.[Na+].[Na+]. Product: [CH3:7][NH:9][C:10]1[C:14]([CH2:15][OH:16])=[CH:13][N:12]([C:20]2[CH:25]=[CH:24][CH:23]=[CH:22][CH:21]=2)[N:11]=1. The catalyst class is: 7. (5) Reactant: [OH-].[Na+].C[O:4][C:5]([C:7]1[S:31][C:10]2[N:11]=[CH:12][N:13]=[C:14]([NH:15][C:16]3[CH:21]=[CH:20][C:19]([F:22])=[CH:18][C:17]=3[O:23][C@H:24]3[CH2:29][CH2:28][CH2:27][CH2:26][C@@H:25]3[OH:30])[C:9]=2[C:8]=1[CH3:32])=[O:6].Cl. The catalyst class is: 200. Product: [F:22][C:19]1[CH:20]=[CH:21][C:16]([NH:15][C:14]2[C:9]3[C:8]([CH3:32])=[C:7]([C:5]([OH:6])=[O:4])[S:31][C:10]=3[N:11]=[CH:12][N:13]=2)=[C:17]([O:23][C@H:24]2[CH2:29][CH2:28][CH2:27][CH2:26][C@@H:25]2[OH:30])[CH:18]=1. (6) Reactant: [N+](C1C=CC([O:10][C:11]([N:13]2[CH:18]([C:19]3[CH:24]=[CH:23][C:22]([F:25])=[C:21]([F:26])[CH:20]=3)[C:17]([C:27]([O:29][CH3:30])=[O:28])=[C:16]([CH2:31][O:32][CH3:33])[NH:15][C:14]2=[O:34])=O)=CC=1)([O-])=O.[C:35]1([C:41]2([C:51]3[O:52][CH:53]=[CH:54][CH:55]=3)[CH2:46][CH2:45][N:44]([CH2:47][CH2:48][CH2:49][NH2:50])[CH2:43][CH2:42]2)[CH:40]=[CH:39][CH:38]=[CH:37][CH:36]=1. Product: [CH3:30][O:29][C:27]([C:17]1[CH:18]([C:19]2[CH:24]=[CH:23][C:22]([F:25])=[C:21]([F:26])[CH:20]=2)[N:13]([C:11](=[O:10])[NH:50][CH2:49][CH2:48][CH2:47][N:44]2[CH2:45][CH2:46][C:41]([C:35]3[CH:36]=[CH:37][CH:38]=[CH:39][CH:40]=3)([C:51]3[O:52][CH:53]=[CH:54][CH:55]=3)[CH2:42][CH2:43]2)[C:14](=[O:34])[NH:15][C:16]=1[CH2:31][O:32][CH3:33])=[O:28]. The catalyst class is: 2. (7) Reactant: [CH3:1][O:2][C:3]([C@H:5]1[CH2:10][CH2:9][CH2:8][CH2:7][C@H:6]1[NH2:11])=[O:4].[F:12][C:13]1[CH:20]=[CH:19][C:16]([CH:17]=O)=[CH:15][CH:14]=1.C(O)(=O)C.C([BH3-])#N.[Na+]. Product: [CH3:1][O:2][C:3]([C@H:5]1[CH2:10][CH2:9][CH2:8][CH2:7][C@H:6]1[NH:11][CH2:17][C:16]1[CH:19]=[CH:20][C:13]([F:12])=[CH:14][CH:15]=1)=[O:4]. The catalyst class is: 5. (8) Reactant: CS(C)=O.[C:5]([N:12]1[CH2:15][CH:14]([OH:16])[CH2:13]1)([O:7][C:8]([CH3:11])([CH3:10])[CH3:9])=[O:6]. Product: [O:16]=[C:14]1[CH2:15][N:12]([C:5]([O:7][C:8]([CH3:11])([CH3:10])[CH3:9])=[O:6])[CH2:13]1. The catalyst class is: 66.